Dataset: Peptide-MHC class I binding affinity with 185,985 pairs from IEDB/IMGT. Task: Regression. Given a peptide amino acid sequence and an MHC pseudo amino acid sequence, predict their binding affinity value. This is MHC class I binding data. (1) The peptide sequence is IQRTYSSSI. The MHC is HLA-B15:03 with pseudo-sequence HLA-B15:03. The binding affinity (normalized) is 1.00. (2) The peptide sequence is TVANNPDDK. The MHC is HLA-A31:01 with pseudo-sequence HLA-A31:01. The binding affinity (normalized) is 0.131. (3) The peptide sequence is FLKQVYFESF. The binding affinity (normalized) is 0.235. The MHC is H-2-Db with pseudo-sequence H-2-Db. (4) The peptide sequence is CSDSDGLAP. The MHC is HLA-A30:01 with pseudo-sequence HLA-A30:01. The binding affinity (normalized) is 0.0847.